Dataset: Forward reaction prediction with 1.9M reactions from USPTO patents (1976-2016). Task: Predict the product of the given reaction. (1) Given the reactants [CH2:1]1[O:4][CH:2]1[CH3:3].Cl([O-])(=O)(=O)=O.[Li+].[Br:11][C:12]1[CH:13]=[C:14]([CH:16]=[C:17]([C:19]([F:22])([F:21])[F:20])[CH:18]=1)[NH2:15], predict the reaction product. The product is: [Br:11][C:12]1[CH:13]=[C:14]([NH:15][CH2:1][CH:2]([OH:4])[CH3:3])[CH:16]=[C:17]([C:19]([F:21])([F:22])[F:20])[CH:18]=1. (2) The product is: [CH3:40][O:41][C:8]1[CH:13]=[CH:12][C:11]([C:14]2[CH:19]=[C:18]([C:20]3[NH:28][C:27]4[C:26]5([CH2:33][CH2:32][CH2:31][NH:30][CH2:29]5)[CH2:25][NH:24][C:23](=[O:34])[C:22]=4[CH:21]=3)[CH:17]=[CH:16][N:15]=2)=[CH:10][C:9]=1[NH:35][C:36](=[O:39])[CH:37]=[CH2:38]. Given the reactants CN1CCN([C:8]2[CH:13]=[CH:12][C:11]([C:14]3[CH:19]=[C:18]([C:20]4[NH:28][C:27]5[C:26]6([CH2:33][CH2:32][CH2:31][NH:30][CH2:29]6)[CH2:25][NH:24][C:23](=[O:34])[C:22]=5[CH:21]=4)[CH:17]=[CH:16][N:15]=3)=[CH:10][C:9]=2[NH:35][C:36](=[O:39])[CH:37]=[CH2:38])CC1.[CH3:40][O:41]C1C=CC(B2OC(C)(C)C(C)(C)O2)=CC=1NC(=O)C=C, predict the reaction product. (3) Given the reactants [C:1]([C:5]1[C:10](=[O:11])[N:9]([CH2:12][C:13](O)=[O:14])[C:8]2[N:16]=[C:17]([O:20][CH3:21])[CH:18]=[CH:19][C:7]=2[N:6]=1)([CH3:4])([CH3:3])[CH3:2], predict the reaction product. The product is: [C:1]([C:5]1[C:10](=[O:11])[N:9]([CH2:12][C:13]([N:9]([CH2:10][CH2:5][C:1]([CH3:4])([CH3:3])[CH3:2])[CH2:8][CH2:7][CH3:19])=[O:14])[C:8]2[N:16]=[C:17]([O:20][CH3:21])[CH:18]=[CH:19][C:7]=2[N:6]=1)([CH3:3])([CH3:2])[CH3:4]. (4) Given the reactants [F-].C([N+](CCCC)(CCCC)CCCC)CCC.[CH:19]([C:22]1[CH:63]=[CH:62][C:25]([O:26][C@@H:27]([CH2:37][C:38]2[CH:43]=[CH:42][C:41]([O:44][CH2:45][CH2:46][NH:47][C:48](=[O:61])[C:49]3[CH:54]=[CH:53][C:52]([C:55]4[CH:60]=[CH:59][CH:58]=[CH:57][N:56]=4)=[CH:51][CH:50]=3)=[CH:40][CH:39]=2)[C:28]([O:30]CC[Si](C)(C)C)=[O:29])=[CH:24][CH:23]=1)([CH3:21])[CH3:20], predict the reaction product. The product is: [CH:19]([C:22]1[CH:23]=[CH:24][C:25]([O:26][C@@H:27]([CH2:37][C:38]2[CH:43]=[CH:42][C:41]([O:44][CH2:45][CH2:46][NH:47][C:48](=[O:61])[C:49]3[CH:50]=[CH:51][C:52]([C:55]4[CH:60]=[CH:59][CH:58]=[CH:57][N:56]=4)=[CH:53][CH:54]=3)=[CH:40][CH:39]=2)[C:28]([OH:30])=[O:29])=[CH:62][CH:63]=1)([CH3:21])[CH3:20]. (5) Given the reactants [CH3:1][N:2]([CH3:7])[CH2:3][CH2:4][CH2:5][NH2:6].[F:8][C:9]([F:33])([CH2:16][CH:17]([C:29]([F:32])([F:31])[F:30])[CH2:18][C:19]([F:28])([C:24]([F:27])([F:26])[F:25])[C:20]([F:23])([F:22])[F:21])[CH2:10][CH2:11][S:12](Cl)(=[O:14])=[O:13], predict the reaction product. The product is: [CH3:1][N:2]([CH3:7])[CH2:3][CH2:4][CH2:5][NH:6][S:12]([CH2:11][CH2:10][C:9]([F:8])([F:33])[CH2:16][CH:17]([C:29]([F:30])([F:31])[F:32])[CH2:18][C:19]([F:28])([C:24]([F:25])([F:26])[F:27])[C:20]([F:21])([F:23])[F:22])(=[O:14])=[O:13]. (6) The product is: [CH3:1][C:2]1[CH:7]=[CH:6][CH:5]=[CH:4][C:3]=1[CH:8]([OH:10])[CH3:9]. Given the reactants [CH3:1][C:2]1[CH:7]=[CH:6][CH:5]=[CH:4][C:3]=1[C:8](=[O:10])[CH3:9].[OH-].[K+], predict the reaction product. (7) Given the reactants [Cl:1][C:2]1[CH:12]=[CH:11][C:5]2[CH2:6][CH2:7][NH:8][CH2:9][CH2:10][C:4]=2[C:3]=1[S:13][CH2:14][C:15]1[CH:20]=[CH:19][C:18]([C:21](=O)[NH:22][C:23]([CH3:26])([CH3:25])[CH3:24])=[CH:17][CH:16]=1.COC1C=CC(P2(=S)SP(=S)(C3C=CC(OC)=CC=3)[S:37]2)=CC=1, predict the reaction product. The product is: [Cl:1][C:2]1[CH:12]=[CH:11][C:5]2[CH2:6][CH2:7][NH:8][CH2:9][CH2:10][C:4]=2[C:3]=1[S:13][CH2:14][C:15]1[CH:20]=[CH:19][C:18]([C:21](=[S:37])[NH:22][C:23]([CH3:26])([CH3:25])[CH3:24])=[CH:17][CH:16]=1. (8) Given the reactants [OH:1][C:2]1[CH:7]=[CH:6][C:5]([CH2:8][CH2:9][CH2:10][C:11]([OH:13])=[O:12])=[CH:4][CH:3]=1.S(=O)(=O)(O)O.O.[CH3:20]O, predict the reaction product. The product is: [CH3:20][O:12][C:11](=[O:13])[CH2:10][CH2:9][CH2:8][C:5]1[CH:4]=[CH:3][C:2]([OH:1])=[CH:7][CH:6]=1. (9) Given the reactants [CH3:1][O:2][C:3](=[O:35])[C:4]1[CH:9]=[C:8]([CH2:10][N:11]([CH2:23][C:24]2[CH:29]=[CH:28][C:27]([Cl:30])=[C:26]([Cl:31])[CH:25]=2)[S:12]([C:15]2[CH:20]=[CH:19][CH:18]=[CH:17][C:16]=2[O:21][CH3:22])(=[O:14])=[O:13])[CH:7]=[CH:6][C:5]=1[N+:32]([O-])=O.O.Cl, predict the reaction product. The product is: [NH2:32][C:5]1[CH:6]=[CH:7][C:8]([CH2:10][N:11]([CH2:23][C:24]2[CH:29]=[CH:28][C:27]([Cl:30])=[C:26]([Cl:31])[CH:25]=2)[S:12]([C:15]2[CH:20]=[CH:19][CH:18]=[CH:17][C:16]=2[O:21][CH3:22])(=[O:14])=[O:13])=[CH:9][C:4]=1[C:3]([O:2][CH3:1])=[O:35].